Dataset: CYP2C19 inhibition data for predicting drug metabolism from PubChem BioAssay. Task: Regression/Classification. Given a drug SMILES string, predict its absorption, distribution, metabolism, or excretion properties. Task type varies by dataset: regression for continuous measurements (e.g., permeability, clearance, half-life) or binary classification for categorical outcomes (e.g., BBB penetration, CYP inhibition). Dataset: cyp2c19_veith. The drug is O=C(NCc1ccccn1)c1cc(-c2ccccc2Cl)on1. The result is 1 (inhibitor).